This data is from Reaction yield outcomes from USPTO patents with 853,638 reactions. The task is: Predict the reaction yield, written as a fraction of the theoretical maximum amount of product (1.0 means a 100% yield; for example, 0.34 means a 34% yield). (1) The reactants are [C:1]([C:3]1[N:8]=[C:7]([CH2:9][CH2:10][CH2:11][CH2:12][C:13]([O:15][CH2:16][CH3:17])=[O:14])[CH:6]=[CH:5][CH:4]=1)#[N:2].[C:18](OC)(=[O:26])[C:19]1[C:20](=[CH:22][CH:23]=[CH:24][CH:25]=1)[SH:21].C(N(CC)CC)C. The catalyst is C1(C)C=CC=CC=1. The product is [O:26]=[C:18]1[C:19]2[CH:25]=[CH:24][CH:23]=[CH:22][C:20]=2[S:21][C:1]([C:3]2[N:8]=[C:7]([CH2:9][CH2:10][CH2:11][CH2:12][C:13]([O:15][CH2:16][CH3:17])=[O:14])[CH:6]=[CH:5][CH:4]=2)=[N:2]1. The yield is 0.760. (2) The reactants are [C:1]([C:5]([OH:14])([CH2:11][CH2:12][CH3:13])[C:6]#[C:7][CH:8]([OH:10])[CH3:9])([CH3:4])([CH3:3])[CH3:2]. The catalyst is ClCCl.[O-2].[O-2].[Mn+4]. The product is [C:1]([C:5]([OH:14])([CH2:11][CH2:12][CH3:13])[C:6]#[C:7][C:8](=[O:10])[CH3:9])([CH3:4])([CH3:3])[CH3:2]. The yield is 0.780. (3) The reactants are C([O:8][C:9]([C@H:11]1[CH2:15][CH2:14][CH2:13][N:12]1[C:16](=[O:44])[CH2:17][CH2:18][C:19]1[CH:24]=[CH:23][CH:22]=[C:21]([CH2:25][CH2:26][C:27]([N:29]2[CH2:33][CH2:32][CH2:31][C@@H:30]2[C:34]([O:36]CC2C=CC=CC=2)=[O:35])=[O:28])[N:20]=1)=[O:10])C1C=CC=CC=1. The catalyst is C(O)C.[Pd]. The product is [C:9]([C@H:11]1[CH2:15][CH2:14][CH2:13][N:12]1[C:16](=[O:44])[CH2:17][CH2:18][C:19]1[N:20]=[C:21]([CH2:25][CH2:26][C:27]([N:29]2[CH2:33][CH2:32][CH2:31][C@@H:30]2[C:34]([OH:36])=[O:35])=[O:28])[CH:22]=[CH:23][CH:24]=1)([OH:10])=[O:8]. The yield is 0.920. (4) The product is [Br:1][C:2]1[CH:9]=[C:6]([CH2:7][N:12]([CH3:13])[CH3:11])[CH:5]=[N:4][CH:3]=1. The yield is 0.926. The catalyst is ClCCCl.C(Cl)Cl.C([O-])(O)=O.[Na+]. The reactants are [Br:1][C:2]1[CH:3]=[N:4][CH:5]=[C:6]([CH:9]=1)[CH:7]=O.Cl.[CH3:11][NH:12][CH3:13].[BH-](OC(C)=O)(OC(C)=O)OC(C)=O.[Na+]. (5) The reactants are Cl[C:2]1[CH:7]=[C:6]2[CH2:8][O:9][C:10]3[CH:39]=[C:38]4[C:13]([CH:14]=[CH:15][C:16]5[N:20]=[C:19]([C@@H:21]6[CH2:25][CH2:24][C@H:23]([CH3:26])[N:22]6[C:27](=[O:37])[C@@H:28]([NH:32][C:33](=[O:36])[O:34][CH3:35])[CH:29]([CH3:31])[CH3:30])[NH:18][C:17]=54)=[CH:12][C:11]=3[C:5]2=[CH:4][CH:3]=1.[B:40]1([B:40]2[O:44][C:43]([CH3:46])([CH3:45])[C:42]([CH3:48])([CH3:47])[O:41]2)[O:44][C:43]([CH3:46])([CH3:45])[C:42]([CH3:48])([CH3:47])[O:41]1.CC([O-])=O.[K+]. The catalyst is O1CCOCC1.C1C=CC(/C=C/C(/C=C/C2C=CC=CC=2)=O)=CC=1.C1C=CC(/C=C/C(/C=C/C2C=CC=CC=2)=O)=CC=1.C1C=CC(/C=C/C(/C=C/C2C=CC=CC=2)=O)=CC=1.[Pd].[Pd].CC(C1C=C(C(C)C)C(C2C=CC=CC=2P(C2CCCCC2)C2CCCCC2)=C(C(C)C)C=1)C. The product is [CH3:31][CH:29]([CH3:30])[C@H:28]([NH:32][C:33](=[O:36])[O:34][CH3:35])[C:27]([N:22]1[C@H:21]([C:19]2[NH:18][C:17]3[C:38]4[C:13]([CH:14]=[CH:15][C:16]=3[N:20]=2)=[CH:12][C:11]2[C:5]3[C:6]([CH2:8][O:9][C:10]=2[CH:39]=4)=[CH:7][C:2]([B:40]2[O:44][C:43]([CH3:46])([CH3:45])[C:42]([CH3:48])([CH3:47])[O:41]2)=[CH:3][CH:4]=3)[CH2:25][CH2:24][C@@H:23]1[CH3:26])=[O:37]. The yield is 0.720. (6) The reactants are [CH3:1][O:2][C:3]1[C:8]2[NH:9][C:10]([C:12]3[S:13][CH:14]=[CH:15][CH:16]=3)=[N:11][C:7]=2[C:6]([C:17]([OH:19])=O)=[CH:5][CH:4]=1.[NH2:20][CH2:21][CH2:22][NH:23][S:24]([C:27]1[CH:32]=[CH:31][CH:30]=[CH:29][CH:28]=1)(=[O:26])=[O:25]. No catalyst specified. The product is [CH3:1][O:2][C:3]1[C:8]2[NH:9][C:10]([C:12]3[S:13][CH:14]=[CH:15][CH:16]=3)=[N:11][C:7]=2[C:6]([C:17]([NH:20][CH2:21][CH2:22][NH:23][S:24]([C:27]2[CH:32]=[CH:31][CH:30]=[CH:29][CH:28]=2)(=[O:26])=[O:25])=[O:19])=[CH:5][CH:4]=1. The yield is 0.510. (7) The reactants are C(O[CH:4](OCC)[CH2:5][O:6][C:7]1[CH:12]=[CH:11][C:10]([C:13]2([C:16]([OH:18])=[O:17])[CH2:15][CH2:14]2)=[CH:9][CH:8]=1)C. The catalyst is C1(C)C(C)=CC=CC=1. The product is [O:6]1[C:7]2[CH:12]=[CH:11][C:10]([C:13]3([C:16]([OH:18])=[O:17])[CH2:15][CH2:14]3)=[CH:9][C:8]=2[CH:4]=[CH:5]1. The yield is 0.0500.